From a dataset of Forward reaction prediction with 1.9M reactions from USPTO patents (1976-2016). Predict the product of the given reaction. (1) Given the reactants [Cl:1][C:2]1[CH:7]=[CH:6][C:5]([CH2:8][S:9]([NH2:12])(=[O:11])=[O:10])=[CH:4][CH:3]=1.[C:13]([C:18]1[CH:19]=[C:20]([C:35]#[N:36])[C:21]([N:26]2[CH2:31][CH2:30][CH:29]([C:32](O)=[O:33])[CH2:28][CH2:27]2)=[N:22][C:23]=1[O:24][CH3:25])(=[O:17])[CH2:14][CH2:15][CH3:16], predict the reaction product. The product is: [C:13]([C:18]1[CH:19]=[C:20]([C:35]#[N:36])[C:21]([N:26]2[CH2:31][CH2:30][CH:29]([C:32]([NH:12][S:9]([CH2:8][C:5]3[CH:4]=[CH:3][C:2]([Cl:1])=[CH:7][CH:6]=3)(=[O:10])=[O:11])=[O:33])[CH2:28][CH2:27]2)=[N:22][C:23]=1[O:24][CH3:25])(=[O:17])[CH2:14][CH2:15][CH3:16]. (2) Given the reactants [CH3:1][O:2][C:3]1[CH:4]=[C:5]2[C:10](=[CH:11][CH:12]=1)[CH:9]=[C:8]([CH:13]([CH3:17])[C:14](Cl)=[O:15])[CH:7]=[CH:6]2.[CH3:18][N:19]([C:24]1[CH:29]=[CH:28][CH:27]=[CH:26][CH:25]=1)[CH2:20][CH2:21][CH2:22][OH:23], predict the reaction product. The product is: [CH3:1][O:2][C:3]1[CH:4]=[C:5]2[C:10](=[CH:11][CH:12]=1)[CH:9]=[C:8]([CH:13]([CH3:17])[C:14]([O:23][CH2:22][CH2:21][CH2:20][N:19]([CH3:18])[C:24]1[CH:29]=[CH:28][CH:27]=[CH:26][CH:25]=1)=[O:15])[CH:7]=[CH:6]2.